This data is from Experimentally validated miRNA-target interactions with 360,000+ pairs, plus equal number of negative samples. The task is: Binary Classification. Given a miRNA mature sequence and a target amino acid sequence, predict their likelihood of interaction. (1) The miRNA is hsa-miR-6828-3p with sequence AUCUGCUCUCUUGUUCCCAG. The protein sequence of the target gene is MAATRCLRWGLSRAGVWLLPPPARCPRRALHKQKDGTEFKSIYSLDKLYPESQGSDTAWRVPNGAKQADSDIPLDRLTISYCRSSGPGGQNVNKVNSKAEVRFHLATAEWIAEPVRQKIAITHKNKINRLGELILTSESSRYQFRNLADCLQKIRDMITEASQTPKEPTKEDVKLHRIRIENMNRERLRQKRIHSAVKTSRRVDMD. Result: 0 (no interaction). (2) The miRNA is hsa-miR-214-5p with sequence UGCCUGUCUACACUUGCUGUGC. The protein sequence of the target gene is MGANQLVVLNVYDMYWMNEYTSSIGIGVFHSGIEVYGREFAYGGHPYPFSGIFEISPGNASELGETFKFKEAVVLGSTDFLEDDIEKIVEELGKEYKGNAYHLMHKNCNHFSSALSEILCGKEIPRWINRLAYFSSCIPFLQSCLPKEWLTPAALQSSVSQELQDELEEAEDAAASASVASTAAGSRPGRHTKL. Result: 0 (no interaction).